Dataset: CYP2C19 inhibition data for predicting drug metabolism from PubChem BioAssay. Task: Regression/Classification. Given a drug SMILES string, predict its absorption, distribution, metabolism, or excretion properties. Task type varies by dataset: regression for continuous measurements (e.g., permeability, clearance, half-life) or binary classification for categorical outcomes (e.g., BBB penetration, CYP inhibition). Dataset: cyp2c19_veith. (1) The result is 1 (inhibitor). The molecule is Clc1ccc(OCc2cnc(Cl)s2)cc1. (2) The molecule is C=C1[C@@H]2C[C@]3([C@H]1O)[C@H](C[C@H]2O)[C@]12[C@@H](O)CC[C@@]4(C)CN(CC)[C@H]1[C@@H]3C[C@@H]24. The result is 0 (non-inhibitor). (3) The molecule is Nc1nc(-c2cccnc2)cc(-c2cc(-c3cccnc3)nc(N)n2)n1. The result is 0 (non-inhibitor). (4) The molecule is N#CC(=NCCO)C1=C(O)c2ccccc2C1=O. The result is 0 (non-inhibitor). (5) The drug is COc1ccc(-c2nc3cnc(N4CCNCC4)nc3n(Cc3cccs3)c2=O)cc1. The result is 0 (non-inhibitor). (6) The result is 0 (non-inhibitor). The molecule is CN1CCN(c2cc(-c3ccc(N(C)C)cc3)ncn2)CC1. (7) The compound is O=C(/C=C/c1ccc(Br)cc1)NC1CCCCCC1. The result is 0 (non-inhibitor). (8) The drug is COC(=O)c1ccccc1OCC(=O)N1CCN(c2ccc(OC)cc2)CC1. The result is 1 (inhibitor). (9) The drug is CCN(CC)S(=O)(=O)c1cc(C(=O)Nc2ccccc2C(=O)O)ccc1OC. The result is 0 (non-inhibitor).